Dataset: Catalyst prediction with 721,799 reactions and 888 catalyst types from USPTO. Task: Predict which catalyst facilitates the given reaction. (1) Reactant: [OH-].[Na+].[OH:3][CH:4]([C:25]1[C:34]2[C:29](=[CH:30][CH:31]=[C:32]([O:35][CH3:36])[CH:33]=2)[N:28]=[CH:27][C:26]=1[Cl:37])[CH2:5][CH2:6][CH:7]1[CH2:12][CH2:11][N:10]([CH2:13][CH2:14][S:15][C:16]2[S:17][CH:18]=[CH:19][CH:20]=2)[CH2:9][CH:8]1[C:21]([O:23]C)=[O:22]. Product: [OH:3][CH:4]([C:25]1[C:34]2[C:29](=[CH:30][CH:31]=[C:32]([O:35][CH3:36])[CH:33]=2)[N:28]=[CH:27][C:26]=1[Cl:37])[CH2:5][CH2:6][CH:7]1[CH2:12][CH2:11][N:10]([CH2:13][CH2:14][S:15][C:16]2[S:17][CH:18]=[CH:19][CH:20]=2)[CH2:9][CH:8]1[C:21]([OH:23])=[O:22]. The catalyst class is: 12. (2) Reactant: [F:1][CH:2]([C:6](=O)[CH3:7])[C:3](=O)[CH3:4].[C:9]([CH2:11][C:12]([NH2:14])=[O:13])#[N:10].N1CCCCC1. Product: [NH2:10][CH2:9][C:11]1[C:12](=[O:13])[NH:14][C:3]([CH3:4])=[C:2]([F:1])[C:6]=1[CH3:7]. The catalyst class is: 14. (3) The catalyst class is: 146. Product: [NH:1]1[C:2]2[C:3](=[CH:4][C:5]([O:6][C:7]3[CH:14]=[CH:13][C:12]([F:15])=[CH:11][C:8]=3[C:9]#[N:10])=[CH:16][CH:17]=2)[CH:18]=[N:31]1. Reactant: [NH2:1][C:2]1[CH:17]=[CH:16][C:5]([O:6][C:7]2[CH:14]=[CH:13][C:12]([F:15])=[CH:11][C:8]=2[C:9]#[N:10])=[CH:4][C:3]=1[CH3:18].C([O-])(=O)C.[K+].C(OC(=O)C)(=O)C.[N:31](OCCC(C)C)=O.Cl.[OH-].[Na+]. (4) Reactant: [C:1]([O:20][CH2:21][C@H:22]([CH2:43][O:44][P:45]([O:48][CH2:49][CH2:50][NH2:51])([OH:47])=[O:46])[O:23][C:24](=[O:42])[CH2:25][CH2:26][CH2:27][CH2:28][CH2:29][CH2:30][CH2:31]/[CH:32]=[CH:33]\[CH2:34][CH2:35][CH2:36][CH2:37][CH2:38][CH2:39][CH2:40][CH3:41])(=[O:19])[CH2:2][CH2:3][CH2:4][CH2:5][CH2:6][CH2:7][CH2:8]/[CH:9]=[CH:10]\[CH2:11][CH2:12][CH2:13][CH2:14][CH2:15][CH2:16][CH2:17][CH3:18].F[P-](F)(F)(F)(F)F.C[N+](C)=C(N(C)C)ON1C2N=CC=CC=2N=N1.[CH3:76]/[C:77](/[CH:89]=[CH:90]/[CH:91]=[C:92](\[CH3:104])/[CH:93]=[CH:94]/[C:95]1[C:100]([CH3:102])([CH3:101])[CH2:99][CH2:98][CH2:97][C:96]=1[CH3:103])=[CH:78]\[CH2:79][O:80][C:81](=[O:88])[CH2:82][CH2:83][CH2:84][C:85](O)=[O:86].C(N(CC)C(C)C)(C)C. Product: [C:1]([O:20][CH2:21][C@@H:22]([O:23][C:24](=[O:42])[CH2:25][CH2:26][CH2:27][CH2:28][CH2:29][CH2:30][CH2:31]/[CH:32]=[CH:33]\[CH2:34][CH2:35][CH2:36][CH2:37][CH2:38][CH2:39][CH2:40][CH3:41])[CH2:43][O:44][P:45]([O:48][CH2:49][CH2:50][NH:51][C:85](=[O:86])[CH2:84][CH2:83][CH2:82][C:81]([O:80][CH2:79]/[CH:78]=[C:77](\[CH3:76])/[CH:89]=[CH:90]/[CH:91]=[C:92](\[CH3:104])/[CH:93]=[CH:94]/[C:95]1[C:100]([CH3:101])([CH3:102])[CH2:99][CH2:98][CH2:97][C:96]=1[CH3:103])=[O:88])([OH:47])=[O:46])(=[O:19])[CH2:2][CH2:3][CH2:4][CH2:5][CH2:6][CH2:7][CH2:8]/[CH:9]=[CH:10]\[CH2:11][CH2:12][CH2:13][CH2:14][CH2:15][CH2:16][CH2:17][CH3:18]. The catalyst class is: 794.